This data is from NCI-60 drug combinations with 297,098 pairs across 59 cell lines. The task is: Regression. Given two drug SMILES strings and cell line genomic features, predict the synergy score measuring deviation from expected non-interaction effect. Drug 1: C1=NC2=C(N1)C(=S)N=C(N2)N. Drug 2: C(CN)CNCCSP(=O)(O)O. Cell line: SK-MEL-5. Synergy scores: CSS=20.7, Synergy_ZIP=1.43, Synergy_Bliss=1.21, Synergy_Loewe=-32.4, Synergy_HSA=-1.27.